From a dataset of Catalyst prediction with 721,799 reactions and 888 catalyst types from USPTO. Predict which catalyst facilitates the given reaction. (1) Reactant: [C:1]([C:3]1[CH:8]=[CH:7][CH:6]=[CH:5][C:4]=1[C:9]1[CH:14]=[CH:13][C:12]([CH2:15][C:16]2[C:17](=[O:42])[N:18]([C@H:28]3[CH2:33][CH2:32][C@H:31]([O:34][CH2:35][C:36](N(OC)C)=[O:37])[CH2:30][CH2:29]3)[C:19]3[N:20]([N:25]=[CH:26][CH:27]=3)[C:21]=2[CH2:22][CH2:23][CH3:24])=[CH:11][CH:10]=1)#[N:2].[CH3:43][Mg]Br.C(OCC)(=O)C. Product: [O:42]=[C:17]1[C:16]([CH2:15][C:12]2[CH:11]=[CH:10][C:9]([C:4]3[C:3]([C:1]#[N:2])=[CH:8][CH:7]=[CH:6][CH:5]=3)=[CH:14][CH:13]=2)=[C:21]([CH2:22][CH2:23][CH3:24])[N:20]2[N:25]=[CH:26][CH:27]=[C:19]2[N:18]1[C@H:28]1[CH2:33][CH2:32][C@H:31]([O:34][CH2:35][C:36](=[O:37])[CH3:43])[CH2:30][CH2:29]1. The catalyst class is: 7. (2) Reactant: Br[CH2:2][C:3]([C:5]1[N:6]=[C:7]([O:14][C:15]2[CH:20]=[CH:19][C:18]([CH2:21][C:22]([O:24][CH3:25])=[O:23])=[CH:17][CH:16]=2)[C:8]2[CH2:13][CH2:12][CH2:11][C:9]=2[N:10]=1)=O.[NH2:26][C:27]([NH2:29])=[S:28]. Product: [NH2:29][C:27]1[S:28][CH:2]=[C:3]([C:5]2[N:6]=[C:7]([O:14][C:15]3[CH:16]=[CH:17][C:18]([CH2:21][C:22]([O:24][CH3:25])=[O:23])=[CH:19][CH:20]=3)[C:8]3[CH2:13][CH2:12][CH2:11][C:9]=3[N:10]=2)[N:26]=1. The catalyst class is: 5. (3) Reactant: [CH3:1][N:2]1[C@@H:6]([CH2:7][C:8]2[C:12]3[CH:13]=[C:14]([CH2:17][CH2:18][S:19]([C:22]4[CH:23]=[CH:24][CH:25]=[CH:26][CH:27]=4)(=[O:21])=[O:20])[CH:15]=[CH:16][C:11]=3[NH:10][CH:9]=2)[CH2:5][CH2:4][CH2:3]1.[BrH:28]. Product: [CH3:1][N:2]1[C@@H:6]([CH2:7][C:8]2[C:12]3[CH:13]=[C:14]([CH2:17][CH2:18][S:19]([C:22]4[CH:27]=[CH:26][CH:25]=[CH:24][CH:23]=4)(=[O:20])=[O:21])[CH:15]=[CH:16][C:11]=3[NH:10][CH:9]=2)[CH2:5][CH2:4][CH2:3]1.[BrH:28]. The catalyst class is: 13. (4) Reactant: [CH2:1]([N:8]([CH2:16][C@@H:17](O)[CH3:18])[C:9](=[O:15])[O:10][C:11]([CH3:14])([CH3:13])[CH3:12])[C:2]1[CH:7]=[CH:6][CH:5]=[CH:4][CH:3]=1.[C:20]1(=[O:30])[NH:24][C:23](=[O:25])[C:22]2=[CH:26][CH:27]=[CH:28][CH:29]=[C:21]12.C1(P(C2C=CC=CC=2)C2C=CC=CC=2)C=CC=CC=1.N(C(OC(C)C)=O)=NC(OC(C)C)=O. Product: [CH2:1]([N:8]([CH2:16][C@H:17]([N:24]1[C:20](=[O:30])[C:21]2[C:22](=[CH:26][CH:27]=[CH:28][CH:29]=2)[C:23]1=[O:25])[CH3:18])[C:9](=[O:15])[O:10][C:11]([CH3:14])([CH3:13])[CH3:12])[C:2]1[CH:7]=[CH:6][CH:5]=[CH:4][CH:3]=1. The catalyst class is: 7. (5) Reactant: Br[C:2]1[CH:9]=[CH:8][CH:7]=[CH:6][C:3]=1[CH2:4][OH:5].[Li]CCCC.[CH2:15]1[O:25][C:18]2([CH2:23][CH2:22][C:21](=[O:24])[CH2:20][CH2:19]2)[O:17][CH2:16]1. Product: [OH:5][CH2:4][C:3]1[CH:6]=[CH:7][CH:8]=[CH:9][C:2]=1[C:21]1([OH:24])[CH2:22][CH2:23][C:18]2([O:25][CH2:15][CH2:16][O:17]2)[CH2:19][CH2:20]1. The catalyst class is: 1. (6) Reactant: [H-].[Al+3].[Li+].[H-].[H-].[H-].[CH2:7]([O:9][C:10]1[CH:15]=[C:14]([C:16](OCC)=[O:17])[CH:13]=[C:12]([O:21][CH2:22][O:23][CH2:24][CH2:25][O:26][CH3:27])[C:11]=1[C:28]1[CH:33]=[CH:32][C:31]([F:34])=[CH:30][CH:29]=1)[CH3:8].C1COCC1.O.O.O.O.O.O.O.O.O.O.S([O-])([O-])(=O)=O.[Na+].[Na+]. Product: [CH2:7]([O:9][C:10]1[CH:15]=[C:14]([CH2:16][OH:17])[CH:13]=[C:12]([O:21][CH2:22][O:23][CH2:24][CH2:25][O:26][CH3:27])[C:11]=1[C:28]1[CH:33]=[CH:32][C:31]([F:34])=[CH:30][CH:29]=1)[CH3:8]. The catalyst class is: 13. (7) Reactant: C([NH:5][C:6]([NH:8][C@@H:9]([CH2:25]O)[CH2:10][CH2:11][CH2:12][CH2:13][NH:14]C(=O)OCC1C=CC=CC=1)=[S:7])(C)(C)C.[ClH:27]. Product: [ClH:27].[ClH:27].[NH2:14][CH2:13][CH2:12][CH2:11][CH2:10][C@@H:9]1[CH2:25][S:7][C:6]([NH2:5])=[N:8]1. The catalyst class is: 8.